Dataset: Reaction yield outcomes from USPTO patents with 853,638 reactions. Task: Predict the reaction yield, written as a fraction of the theoretical maximum amount of product (1.0 means a 100% yield; for example, 0.34 means a 34% yield). The reactants are [Br:1][C:2]1[C:10]2[N:9]=[C:8]([CH3:11])[NH:7][C:6]=2[CH:5]=[C:4]([N:12]2[CH2:17][CH2:16][O:15][CH2:14][CH2:13]2)[CH:3]=1.C(=O)([O-])[O-].[K+].[K+].Br[CH2:25][C:26]1[CH:31]=[CH:30][CH:29]=[C:28]([C:32]([F:35])([F:34])[F:33])[C:27]=1[CH3:36].CCOC(C)=O. The catalyst is CN(C)C=O. The product is [Br:1][C:2]1[C:10]2[N:9]=[C:8]([CH3:11])[N:7]([CH2:25][C:26]3[CH:31]=[CH:30][CH:29]=[C:28]([C:32]([F:33])([F:34])[F:35])[C:27]=3[CH3:36])[C:6]=2[CH:5]=[C:4]([N:12]2[CH2:17][CH2:16][O:15][CH2:14][CH2:13]2)[CH:3]=1. The yield is 0.700.